Dataset: Full USPTO retrosynthesis dataset with 1.9M reactions from patents (1976-2016). Task: Predict the reactants needed to synthesize the given product. Given the product [NH2:17][C:15]1[S:16][CH:2]=[C:3]([C:5]2[C:10]([CH3:11])=[CH:9][C:8]([OH:12])=[CH:7][C:6]=2[CH3:13])[N:14]=1, predict the reactants needed to synthesize it. The reactants are: Br[CH2:2][C:3]([C:5]1[C:10]([CH3:11])=[CH:9][C:8]([OH:12])=[CH:7][C:6]=1[CH3:13])=O.[NH2:14][C:15]([NH2:17])=[S:16].